From a dataset of Experimentally validated miRNA-target interactions with 360,000+ pairs, plus equal number of negative samples. Binary Classification. Given a miRNA mature sequence and a target amino acid sequence, predict their likelihood of interaction. (1) The miRNA is hsa-miR-4305 with sequence CCUAGACACCUCCAGUUC. The protein sequence of the target gene is MTSLMPGAGLLPIPTPNPLTTLGVSLSSLGAIPAAALDPNIATLGEIPQPPLMGNVDPSKIDEIRRTVYVGNLNSQTTTADQLLEFFKQVGEVKFVRMAGDETQPTRFAFVEFADQNSVPRALAFNGVMFGDRPLKINHSNNAIVKPPEMTPQAAAKELEEVMKRVREAQSFISAAIEPESGKSNERKGGRSRSHTRSKSRSSSKSHSRRKRSQSKHRSRSHNRSRSRQKDRRRSKSPHKKRSKSRERRKSRSRSHSRDKRKDTREKIKEKERVKEKDREKEREREKEREKEKERGKNKD.... Result: 1 (interaction). (2) The miRNA is hsa-miR-4505 with sequence AGGCUGGGCUGGGACGGA. The protein sequence of the target gene is MIDLSFLTEEEQDAILKVLQRDAALKRAEEERVRHLPEKIKDDQQLKNMSGQWFYEAKAKRHRDKIHGADIIRASMRRKKLPAAAEQNKDTAMRAKESWVNNVNKDAVLPPEIAVVEEPEDDTDPAGPSSSLVDPASSVIDMSQESTRTPAVSLPKQRKNPFNSPKLPEDHSLQQTKPEQSKTGKAGLFQISKEGELSESKEKSSIPDMPRQQLEKPKQTVSTEPENASHTKAPIPKARKLIYKSNDLEKDDNQSFPRQRRDSLNARGAPRGILKRNSSSSSTDSETLRLNYNLDPKSKI.... Result: 0 (no interaction). (3) The miRNA is rno-miR-423-3p with sequence AGCUCGGUCUGAGGCCCCUCAGU. The protein sequence of the target gene is MLRICGLGVVLSLAVAAVAVMAVWLMDWWGPRPGIRLFLPEELARYRGGPGDPGLYLALLGRVYDVSSGRRHYEPGAHYSGFAGRDASRAFVTGDYSEAGLVDDINGLSSSEILTLHNWLSFYEKNYVFVGRLVGRFYRKDGLPTSELTQVEAMVTKGMEANEQEQREKQKFPPCNSEWSSAKGSRLWCSQKSGGVHRDWIGVPRKLYKPGAKEPHCVCVRTTGPPSDQQDNPRHSNHGDLDNPNLEEYTGCPPLATTCSFPL. Result: 0 (no interaction). (4) The miRNA is hsa-miR-548z with sequence CAAAAACCGCAAUUACUUUUGCA. The protein sequence of the target gene is MPKRKKQNHHQPPTQQQPPLPEREETGDEEDGSPIGPPSLLGPPPMANGKPGDPKSALHRGPPGSRGPLIPPLLSLPPPPWGRGPIRRGLGPRSSPYGRGWWGVNAEPPFPGPGHGGPTRGSFHKEQRNPRRLKSWSLIKNTCPPKDDPQVMEDKSDRPVCRHFAKKGHCRYEDLCAFYHPGVNGPPL. Result: 1 (interaction). (5) The miRNA is rno-miR-126a-5p with sequence CAUUAUUACUUUUGGUACGCG. The protein sequence of the target gene is MAAGGDHGSPDSYRSPLASRYASPEMCFVFSDRYKFRTWRQLWLWLAEAEQTLGLPITDEQIQEMKSNLENIDFKMAAEEEKRLRHDVMAHVHTFGHCCPKAAGIIHLGATSCYVGDNTDLIILRNALDLLLPKLARVISRLADFAKERASLPTLGFTHFQPAQLTTVGKRCCLWIQDLCMDLQNLKRVRDDLRFRGVKGTTGTQASFLQLFEGDDHKVEQLDKMVTEKAGFKRAFIITGQTYTRKVDIEVLSVLASLGASVHKICTDIRLLANLKEMEEPFEKQQIGSSAMPYKRNPMR.... Result: 0 (no interaction).